This data is from Forward reaction prediction with 1.9M reactions from USPTO patents (1976-2016). The task is: Predict the product of the given reaction. Given the reactants [CH3:1][O:2][C:3](=[O:11])[C:4]1[CH:9]=[CH:8][CH:7]=[C:6]([NH2:10])[CH:5]=1.C(N(CC)CC)C.[CH3:19][C:20]1[CH:28]=[CH:27][CH:26]=[CH:25][C:21]=1[C:22](Cl)=[O:23], predict the reaction product. The product is: [CH3:1][O:2][C:3](=[O:11])[C:4]1[CH:9]=[CH:8][CH:7]=[C:6]([NH:10][C:22](=[O:23])[C:21]2[CH:25]=[CH:26][CH:27]=[CH:28][C:20]=2[CH3:19])[CH:5]=1.